Dataset: Catalyst prediction with 721,799 reactions and 888 catalyst types from USPTO. Task: Predict which catalyst facilitates the given reaction. (1) Reactant: [N+:1]([C:4]1[CH:5]=[C:6]([C:12]([F:15])([F:14])[F:13])[C:7]([C:10]#[N:11])=[N:8][CH:9]=1)([O-])=O. Product: [NH2:1][C:4]1[CH:5]=[C:6]([C:12]([F:15])([F:13])[F:14])[C:7]([C:10]#[N:11])=[N:8][CH:9]=1. The catalyst class is: 180. (2) Reactant: Br[C:2]1[N:11](S(C2C=CC(C)=CC=2)(=O)=O)[C:5]2=[N:6][CH:7]=[CH:8][C:9]([Cl:10])=[C:4]2[N:3]=1.CC1(C)C(C)(C)OB([C:30]2[CH:38]=[CH:37][C:33]([C:34]([OH:36])=[O:35])=[CH:32][CH:31]=2)O1.C(=O)([O-])[O-].[K+].[K+].O1CCOCC1.O.N#N.ClCCl. Product: [Cl:10][C:9]1[CH:8]=[CH:7][N:6]=[C:5]2[NH:11][C:2]([C:30]3[CH:38]=[CH:37][C:33]([C:34]([OH:36])=[O:35])=[CH:32][CH:31]=3)=[N:3][C:4]=12. The catalyst class is: 140. (3) Reactant: C(O[C:4](=[O:19])[C:5]([C:17]#[N:18])=[CH:6][NH:7][C:8]1[CH:9]=[N:10][C:11]([O:14][CH2:15][CH3:16])=[CH:12][CH:13]=1)C.CCCCCC. Product: [CH2:15]([O:14][C:11]1[N:10]=[C:9]2[C:8](=[CH:13][CH:12]=1)[N:7]=[CH:6][C:5]([C:17]#[N:18])=[C:4]2[OH:19])[CH3:16]. The catalyst class is: 736. (4) Reactant: [NH2:1][CH:2]1[CH2:6][CH2:5][N:4]([CH2:7][C:8]2[CH:13]=[CH:12][CH:11]=[CH:10][CH:9]=2)[CH2:3]1.Br[C:15]1[CH:16]=[C:17]2[C:21](=[C:22]([CH3:24])[CH:23]=1)[C:20](=[O:25])[N:19]([CH2:26][C:27]1[CH:32]=[CH:31][C:30]([O:33][C:34]([F:37])([F:36])[F:35])=[CH:29][CH:28]=1)[CH2:18]2.CC([O-])(C)C.[Na+].C1C=CC(P(C2C(C3C(P(C4C=CC=CC=4)C4C=CC=CC=4)=CC=C4C=3C=CC=C4)=C3C(C=CC=C3)=CC=2)C2C=CC=CC=2)=CC=1. Product: [CH2:7]([N:4]1[CH2:5][CH2:6][CH:2]([NH:1][C:15]2[CH:16]=[C:17]3[C:21](=[C:22]([CH3:24])[CH:23]=2)[C:20](=[O:25])[N:19]([CH2:26][C:27]2[CH:32]=[CH:31][C:30]([O:33][C:34]([F:37])([F:36])[F:35])=[CH:29][CH:28]=2)[CH2:18]3)[CH2:3]1)[C:8]1[CH:13]=[CH:12][CH:11]=[CH:10][CH:9]=1. The catalyst class is: 491. (5) Reactant: [CH:1]1([N:6]2[C:10]3[N:11]=[C:12]([NH:15][C:16]4[CH:24]=[CH:23][C:19]([C:20](O)=[O:21])=[CH:18][N:17]=4)[N:13]=[CH:14][C:9]=3[CH:8]=[C:7]2[C:25](=[O:29])[N:26]([CH3:28])[CH3:27])[CH2:5][CH2:4][CH2:3][CH2:2]1.[CH3:30][NH:31][CH2:32][CH2:33][NH:34]C(=O)O.CN(C(ON1N=NC2C=CC=CC1=2)=[N+](C)C)C.F[P-](F)(F)(F)(F)F.CCN(C(C)C)C(C)C. Product: [CH3:28][N:26]([CH3:27])[C:25]([C:7]1[N:6]([CH:1]2[CH2:2][CH2:3][CH2:4][CH2:5]2)[C:10]2[N:11]=[C:12]([NH:15][C:16]3[CH:24]=[CH:23][C:19]([C:20](=[O:21])[N:31]([CH2:32][CH2:33][NH2:34])[CH3:30])=[CH:18][N:17]=3)[N:13]=[CH:14][C:9]=2[CH:8]=1)=[O:29]. The catalyst class is: 3. (6) Reactant: [Cl:1][C:2]1[CH:7]=[CH:6][C:5]([C:8]2[N:9]([C:22]3[CH:27]=[CH:26][C:25]([S:28]([CH3:31])(=[O:30])=[O:29])=[CH:24][CH:23]=3)[CH2:10][C:11](O)([CH2:13][S:14][C:15]3[CH:20]=[CH:19][CH:18]=[CH:17][CH:16]=3)[N:12]=2)=[CH:4][CH:3]=1.O.C1(C)C=CC(S(O)(=O)=O)=CC=1. Product: [Cl:1][C:2]1[CH:3]=[CH:4][C:5]([C:8]2[N:9]([C:22]3[CH:23]=[CH:24][C:25]([S:28]([CH3:31])(=[O:30])=[O:29])=[CH:26][CH:27]=3)[CH:10]=[C:11]([CH2:13][S:14][C:15]3[CH:20]=[CH:19][CH:18]=[CH:17][CH:16]=3)[N:12]=2)=[CH:6][CH:7]=1. The catalyst class is: 11. (7) Reactant: [CH3:1][C:2]1[N:3]=[C:4]([N:12]2[CH:16]=[C:15]([CH2:17][CH2:18][CH2:19][C:20]3[CH:25]=[CH:24][CH:23]=[CH:22][CH:21]=3)[N:14]=[N:13]2)[S:5][C:6]=1[C:7]([O:9]CC)=[O:8].[OH-].[Li+].Cl. Product: [CH3:1][C:2]1[N:3]=[C:4]([N:12]2[CH:16]=[C:15]([CH2:17][CH2:18][CH2:19][C:20]3[CH:21]=[CH:22][CH:23]=[CH:24][CH:25]=3)[N:14]=[N:13]2)[S:5][C:6]=1[C:7]([OH:9])=[O:8]. The catalyst class is: 30. (8) Reactant: [Si:1]([O:8][C@@H:9]([CH3:15])[C:10](OCC)=[O:11])([C:4]([CH3:7])([CH3:6])[CH3:5])([CH3:3])[CH3:2].CC(C[AlH]CC(C)C)C.O.COC(C)(C)C. Product: [Si:1]([O:8][C@@H:9]([CH3:15])[CH:10]=[O:11])([C:4]([CH3:7])([CH3:6])[CH3:5])([CH3:3])[CH3:2]. The catalyst class is: 81. (9) The catalyst class is: 16. Product: [O:1]=[C:2]1[N:11]([CH2:12][C:13]2[S:14][CH:15]=[CH:16][CH:17]=2)[C:10](=[O:18])[C:9]2[C:4](=[CH:5][CH:6]=[C:7]([C:19]([OH:21])=[O:20])[CH:8]=2)[NH:3]1. Reactant: [O:1]=[C:2]1[N:11]([CH2:12][C:13]2[S:14][CH:15]=[CH:16][CH:17]=2)[C:10](=[O:18])[C:9]2[C:4](=[CH:5][CH:6]=[C:7]([C:19]([O:21]C)=[O:20])[CH:8]=2)[NH:3]1.[Li+].[OH-].O1CCOCC1.O. (10) Reactant: C[O-].[Na+].[CH3:4][O:5][C:6]1[CH:7]=[C:8]2[C:12](=[CH:13][CH:14]=1)[NH:11][CH:10]=[C:9]2[CH2:15][C:16]#[N:17].[CH3:18][N:19]1[CH:23]=[C:22](C=O)[CH:21]=[N:20]1.[CH2:26](OCC)C. Product: [CH3:4][O:5][C:6]1[CH:7]=[C:8]2[C:12](=[CH:13][CH:14]=1)[NH:11][CH:10]=[C:9]2/[C:15](=[CH:26]/[C:21]1[CH:22]=[CH:23][N:19]([CH3:18])[N:20]=1)/[C:16]#[N:17]. The catalyst class is: 8.